Dataset: Forward reaction prediction with 1.9M reactions from USPTO patents (1976-2016). Task: Predict the product of the given reaction. The product is: [O:1]([C:14]1[CH:19]=[C:18]([CH2:20][O:21][C:31](=[O:33])[CH3:32])[CH:17]=[CH:16][C:15]=1[CH2:22][C:23]1[CH:24]=[CH:25][C:26]([O:29][CH3:30])=[CH:27][CH:28]=1)[C@@H:2]1[O:10][C@H:9]([C@@H:11]([CH3:13])[OH:12])[C@@H:7]([OH:8])[C@H:5]([OH:6])[C@H:3]1[OH:4]. Given the reactants [O:1]([C:14]1[CH:19]=[C:18]([CH2:20][OH:21])[CH:17]=[CH:16][C:15]=1[CH2:22][C:23]1[CH:28]=[CH:27][C:26]([O:29][CH3:30])=[CH:25][CH:24]=1)[C@@H:2]1[O:10][C@H:9]([C@@H:11]([CH3:13])[OH:12])[C@@H:7]([OH:8])[C@H:5]([OH:6])[C@H:3]1[OH:4].[C:31](Cl)(=[O:33])[CH3:32].CO.C(OCC)(=O)C, predict the reaction product.